From a dataset of Full USPTO retrosynthesis dataset with 1.9M reactions from patents (1976-2016). Predict the reactants needed to synthesize the given product. (1) Given the product [C:1]([C:4]1[O:5][C:6]2[CH:16]=[C:15]([NH:17][S:27]([CH3:26])(=[O:29])=[O:28])[C:14]([Br:18])=[CH:13][C:7]=2[C:8]=1[C:9]([NH:11][CH3:12])=[O:10])(=[O:3])[CH3:2], predict the reactants needed to synthesize it. The reactants are: [C:1]([C:4]1[O:5][C:6]2[CH:16]=[C:15]([NH2:17])[C:14]([Br:18])=[CH:13][C:7]=2[C:8]=1[C:9]([NH:11][CH3:12])=[O:10])(=[O:3])[CH3:2].C(N(CC)CC)C.[CH3:26][S:27](Cl)(=[O:29])=[O:28].[Li+].[OH-].O. (2) Given the product [NH2:39][C:32]1[C:33]2[C:38](=[CH:37][CH:36]=[CH:35][CH:34]=2)[C:29]([O:28][C:26]2[CH:25]=[CH:24][N:23]=[C:22]([NH:21][C:5]3[CH:6]=[C:7]([CH:8]=[C:3]([C:1]#[CH:2])[CH:4]=3)[C:9]([NH:10][C@@H:11]([CH3:19])[CH2:12][N:13]3[CH2:14][CH2:15][O:16][CH2:17][CH2:18]3)=[O:20])[N:27]=2)=[CH:30][CH:31]=1, predict the reactants needed to synthesize it. The reactants are: [C:1]([C:3]1[CH:4]=[C:5]([NH:21][C:22]2[N:27]=[C:26]([O:28][C:29]3[C:38]4[C:33](=[CH:34][CH:35]=[CH:36][CH:37]=4)[C:32]([NH:39]C(=O)OC(C)(C)C)=[CH:31][CH:30]=3)[CH:25]=[CH:24][N:23]=2)[CH:6]=[C:7]([C:9](=[O:20])[NH:10][C@@H:11]([CH3:19])[CH2:12][N:13]2[CH2:18][CH2:17][O:16][CH2:15][CH2:14]2)[CH:8]=1)#[CH:2].C(O)(C(F)(F)F)=O.